From a dataset of Full USPTO retrosynthesis dataset with 1.9M reactions from patents (1976-2016). Predict the reactants needed to synthesize the given product. (1) Given the product [C:11]1([CH3:21])[CH:12]=[CH:13][C:14]([S:17]([OH:20])(=[O:18])=[O:19])=[CH:15][CH:16]=1.[CH2:21]([O:8][C:7](=[O:9])[C@H:6]([CH2:1][CH2:2][C:3]([O:5][CH2:22][C:23]1[CH:28]=[CH:27][CH:26]=[CH:25][CH:24]=1)=[O:4])[NH2:10])[C:11]1[CH:16]=[CH:15][CH:14]=[CH:13][CH:12]=1, predict the reactants needed to synthesize it. The reactants are: [CH2:1]([C@@H:6]([NH2:10])[C:7]([OH:9])=[O:8])[CH2:2][C:3]([OH:5])=[O:4].[C:11]1([CH3:21])[CH:16]=[CH:15][C:14]([S:17]([OH:20])(=[O:19])=[O:18])=[CH:13][CH:12]=1.[CH2:22](O)[C:23]1[CH:28]=[CH:27][CH:26]=[CH:25][CH:24]=1. (2) Given the product [Br:17][C:5]1[CH:7]=[C:8]([CH3:9])[C:2]([CH3:1])=[CH:3][C:4]=1[N+:10]([O-:12])=[O:11], predict the reactants needed to synthesize it. The reactants are: [CH3:1][C:2]1[C:8]([CH3:9])=[CH:7][C:5](N)=[C:4]([N+:10]([O-:12])=[O:11])[CH:3]=1.N([O-])=O.[Na+].[BrH:17]. (3) Given the product [CH3:1][C:2]1([CH3:9])[CH:7]2[CH:3]1[CH2:4][C:5](=[O:8])[CH:6]2[C:10](=[O:13])[CH2:11][CH3:12], predict the reactants needed to synthesize it. The reactants are: [CH3:1][C:2]1([CH3:9])[C@@H:7]2[C@H:3]1[CH2:4][C:5](=[O:8])[CH2:6]2.[C:10](OCC)(=[O:13])[CH2:11][CH3:12]. (4) Given the product [C:7]([N:10]1[CH2:4][CH2:3][C:2]([CH3:6])([CH3:1])[C:11]1([C:17]([O:19][CH2:20][CH3:21])=[O:18])[C:12]([O:14][CH2:15][CH3:16])=[O:13])(=[O:9])[CH3:8], predict the reactants needed to synthesize it. The reactants are: [CH3:1][C:2]([CH3:6])=[CH:3][CH:4]=O.[C:7]([NH:10][CH:11]([C:17]([O:19][CH2:20][CH3:21])=[O:18])[C:12]([O:14][CH2:15][CH3:16])=[O:13])(=[O:9])[CH3:8].